From a dataset of Catalyst prediction with 721,799 reactions and 888 catalyst types from USPTO. Predict which catalyst facilitates the given reaction. (1) Reactant: C(NC(C)C)(C)C.C([Li])CCC.[C:13]([O:17][C:18](=[O:22])[CH:19]([CH3:21])[CH3:20])([CH3:16])([CH3:15])[CH3:14].[Br:23][C:24]1[CH:29]=[C:28]([CH2:30]Br)[CH:27]=[CH:26][C:25]=1[Cl:32].[Cl-].[NH4+]. Product: [Br:23][C:24]1[CH:29]=[C:28]([CH2:30][C:19]([CH3:21])([CH3:20])[C:18]([O:17][C:13]([CH3:16])([CH3:15])[CH3:14])=[O:22])[CH:27]=[CH:26][C:25]=1[Cl:32]. The catalyst class is: 56. (2) Reactant: [Cl:1][C:2]1[CH:3]=[C:4]([C:8]2[N:9]([CH2:20][C:21]3[CH:26]=[C:25]([Cl:27])[CH:24]=[CH:23][C:22]=3[Cl:28])[C:10]([C:16]([O:18]C)=[O:17])=[C:11]([CH:13]([F:15])[F:14])[N:12]=2)[CH:5]=[N:6][CH:7]=1.[OH-].[Na+].Cl. Product: [Cl:1][C:2]1[CH:3]=[C:4]([C:8]2[N:9]([CH2:20][C:21]3[CH:26]=[C:25]([Cl:27])[CH:24]=[CH:23][C:22]=3[Cl:28])[C:10]([C:16]([OH:18])=[O:17])=[C:11]([CH:13]([F:14])[F:15])[N:12]=2)[CH:5]=[N:6][CH:7]=1. The catalyst class is: 36. (3) Reactant: O.[SH-].[Na+].[CH3:4][C:5]1([CH3:14])[O:9][N:8]=[C:7]([S:10]([CH3:13])(=O)=O)[CH2:6]1.BrC[C:17]1[C:18]([C:29]([F:32])([F:31])[F:30])=[N:19][N:20]([C:23]2[CH:28]=[CH:27][CH:26]=[CH:25][CH:24]=2)[C:21]=1[F:22].O. Product: [CH3:4][C:5]1([CH3:14])[O:9][N:8]=[C:7]([S:10][CH2:13][C:17]2[C:18]([C:29]([F:32])([F:31])[F:30])=[N:19][N:20]([C:23]3[CH:28]=[CH:27][CH:26]=[CH:25][CH:24]=3)[C:21]=2[F:22])[CH2:6]1. The catalyst class is: 9. (4) Reactant: C(OC(C(F)(F)F)=O)(C(F)(F)F)=[O:2].[Cl:14][C:15]1[CH:20]=[C:19]([N+:21]([O-:23])=[O:22])[CH:18]=[CH:17][N:16]=1.OO.NC(N)=O. Product: [Cl:14][C:15]1[CH:20]=[C:19]([N+:21]([O-:23])=[O:22])[CH:18]=[CH:17][N+:16]=1[O-:2]. The catalyst class is: 2. (5) Reactant: [CH:1]([C:4]1[CH:9]=[CH:8][C:7]([OH:10])=[CH:6][C:5]=1[CH3:11])([CH3:3])[CH3:2].N1C=CC=CC=1.[C:18](Cl)(=[O:20])[CH3:19]. Product: [C:18]([O:10][C:7]1[CH:8]=[CH:9][C:4]([CH:1]([CH3:3])[CH3:2])=[C:5]([CH3:11])[CH:6]=1)(=[O:20])[CH3:19]. The catalyst class is: 4. (6) Reactant: C(OC1C=CC(C[C@H](O)C(O)=O)=CC=1)C1C=CC=CC=1.[CH2:21]([O:28][C:29]1[CH:43]=[CH:42][C:32]([CH2:33][C@@H:34]2[O:38][C:37]([CH3:40])([CH3:39])[O:36][C:35]2=[O:41])=[CH:31][CH:30]=1)[C:22]1[CH:27]=[CH:26][CH:25]=[CH:24][CH:23]=1.COC(OC)(C)C.CC1C=CC(S(O)(=O)=O)=CC=1. Product: [CH2:21]([O:28][C:29]1[CH:43]=[CH:42][C:32]([CH2:33][C@@H:34]2[O:38][C:37]([CH3:40])([CH3:39])[O:36][C:35]2=[O:41])=[CH:31][CH:30]=1)[C:22]1[CH:23]=[CH:24][CH:25]=[CH:26][CH:27]=1. The catalyst class is: 146.